Dataset: Peptide-MHC class II binding affinity with 134,281 pairs from IEDB. Task: Regression. Given a peptide amino acid sequence and an MHC pseudo amino acid sequence, predict their binding affinity value. This is MHC class II binding data. (1) The peptide sequence is ELNNALQNLARTISE. The MHC is DRB3_0202 with pseudo-sequence DRB3_0202. The binding affinity (normalized) is 0.777. (2) The binding affinity (normalized) is 0.683. The MHC is DRB1_0701 with pseudo-sequence DRB1_0701. The peptide sequence is NALSMMPEAMTIVML. (3) The peptide sequence is AQAVYDFRSIVDYLR. The MHC is DRB1_0701 with pseudo-sequence DRB1_0701. The binding affinity (normalized) is 0.406. (4) The peptide sequence is KCVTVMAPDKPSLDI. The MHC is DRB4_0101 with pseudo-sequence DRB4_0103. The binding affinity (normalized) is 0.395. (5) The peptide sequence is AMRDMAGRFEVHAQT. The MHC is DRB1_0301 with pseudo-sequence DRB1_0301. The binding affinity (normalized) is 0.191. (6) The peptide sequence is YDKFLANVATVLTGK. The MHC is DRB1_0101 with pseudo-sequence DRB1_0101. The binding affinity (normalized) is 0.913.